This data is from Forward reaction prediction with 1.9M reactions from USPTO patents (1976-2016). The task is: Predict the product of the given reaction. (1) Given the reactants Cl.[CH2:2]([C@@H:9]1[CH2:14][N:13]([CH2:15][C:16]2[CH:21]=[CH:20][CH:19]=[CH:18][CH:17]=2)[CH2:12][CH2:11][N:10]1[C:22]([C:24]1[CH:28]=[CH:27][N:26]([CH2:29][C:30](O)=[O:31])[C:25]=1[C:33]1[CH:38]=[CH:37][CH:36]=[CH:35][CH:34]=1)=[O:23])[C:3]1[CH:8]=[CH:7][CH:6]=[CH:5][CH:4]=1.[NH2:39][CH2:40][CH2:41][CH2:42][CH2:43][OH:44].CCN=C=NCCCN(C)C.Cl.C1C=CC2N(O)N=NC=2C=1.C(=O)(O)[O-].[Na+], predict the reaction product. The product is: [CH2:2]([C@@H:9]1[CH2:14][N:13]([CH2:15][C:16]2[CH:17]=[CH:18][CH:19]=[CH:20][CH:21]=2)[CH2:12][CH2:11][N:10]1[C:22]([C:24]1[CH:28]=[CH:27][N:26]([CH2:29][C:30]([NH:39][CH2:40][CH2:41][CH2:42][CH2:43][OH:44])=[O:31])[C:25]=1[C:33]1[CH:38]=[CH:37][CH:36]=[CH:35][CH:34]=1)=[O:23])[C:3]1[CH:4]=[CH:5][CH:6]=[CH:7][CH:8]=1. (2) The product is: [OH:12][CH2:11][C@@H:10]1[CH2:14][CH2:15][CH2:16][N:9]1[C:5]1[CH:4]=[C:3]([CH:8]=[CH:7][CH:6]=1)[C:1]#[N:2]. Given the reactants [C:1]([C:3]1[CH:4]=[C:5]([N:9]2[CH2:16][CH2:15][CH2:14][C@H:10]2[C:11](O)=[O:12])[CH:6]=[CH:7][CH:8]=1)#[N:2].C(N(CC)CC)C.ClC(OCC)=O.[BH4-].[Na+].[Cl-].[NH4+], predict the reaction product. (3) Given the reactants Br[C:2]1[C:3]([S:20]([NH:23][C:24]2[S:28][N:27]=[CH:26][N:25]=2)(=[O:22])=[O:21])=[CH:4][C:5]2[O:9][C:8](=[O:10])[N:7]([C@@H:11]([C:13]3[CH:18]=[CH:17][CH:16]=[CH:15][CH:14]=3)[CH3:12])[C:6]=2[CH:19]=1.[CH2:29]([Zn]CC)[CH3:30], predict the reaction product. The product is: [CH2:29]([C:2]1[C:3]([S:20]([NH:23][C:24]2[S:28][N:27]=[CH:26][N:25]=2)(=[O:22])=[O:21])=[CH:4][C:5]2[O:9][C:8](=[O:10])[N:7]([C@@H:11]([C:13]3[CH:14]=[CH:15][CH:16]=[CH:17][CH:18]=3)[CH3:12])[C:6]=2[CH:19]=1)[CH3:30]. (4) Given the reactants C[O:2][C:3]([CH:5]1[CH2:9][CH:8]([F:10])[CH2:7][N:6]1[C:11]([O:13][C:14]([CH3:17])([CH3:16])[CH3:15])=[O:12])=[O:4].[OH-].[Na+], predict the reaction product. The product is: [C:14]([O:13][C:11]([N:6]1[CH2:7][CH:8]([F:10])[CH2:9][CH:5]1[C:3]([OH:4])=[O:2])=[O:12])([CH3:17])([CH3:15])[CH3:16]. (5) The product is: [CH2:30]([C:2]1[C:7]([C:8]([O:10][CH3:11])=[O:9])=[CH:6][CH:5]=[CH:4][C:3]=1[N:12]([CH2:26][CH3:27])[CH:13]1[CH2:18][CH2:17][N:16]([C:19]([O:21][C:22]([CH3:25])([CH3:24])[CH3:23])=[O:20])[CH2:15][CH2:14]1)[CH:29]=[CH2:28]. Given the reactants Br[C:2]1[C:7]([C:8]([O:10][CH3:11])=[O:9])=[CH:6][CH:5]=[CH:4][C:3]=1[N:12]([CH2:26][CH3:27])[CH:13]1[CH2:18][CH2:17][N:16]([C:19]([O:21][C:22]([CH3:25])([CH3:24])[CH3:23])=[O:20])[CH2:15][CH2:14]1.[CH2:28]([Sn](CCCC)(CCCC)CCCC)[CH:29]=[CH2:30].[Cl-].[Li+].C(Cl)Cl.[F-].[Cs+], predict the reaction product. (6) Given the reactants [CH2:1]([N:8]1[CH2:13][CH2:12][CH:11]([C:14]([O:16]C)=[O:15])[CH2:10][CH2:9]1)[C:2]1[CH:7]=[CH:6][CH:5]=[CH:4][CH:3]=1.[ClH:18], predict the reaction product. The product is: [ClH:18].[CH2:1]([N:8]1[CH2:9][CH2:10][CH:11]([C:14]([OH:16])=[O:15])[CH2:12][CH2:13]1)[C:2]1[CH:3]=[CH:4][CH:5]=[CH:6][CH:7]=1.